This data is from Full USPTO retrosynthesis dataset with 1.9M reactions from patents (1976-2016). The task is: Predict the reactants needed to synthesize the given product. (1) Given the product [CH3:29][C:21]1[C:26]([CH2:11][C:9]2[CH:10]=[C:5]([C:1]([CH3:3])([CH3:4])[CH3:2])[C:6]([OH:20])=[C:7]([C:16]([CH3:18])([CH3:19])[CH3:17])[CH:8]=2)=[C:25]([CH3:27])[C:24]([CH2:11][C:9]2[CH:10]=[C:5]([C:1]([CH3:4])([CH3:3])[CH3:2])[C:6]([OH:20])=[C:7]([C:16]([CH3:19])([CH3:18])[CH3:17])[CH:8]=2)=[C:23]([CH3:28])[C:22]=1[CH2:11][C:9]1[CH:10]=[C:36]([C:1]([CH3:2])([CH3:3])[CH3:4])[C:35]([OH:38])=[C:7]([C:16]([CH3:19])([CH3:17])[CH3:18])[CH:8]=1, predict the reactants needed to synthesize it. The reactants are: [C:1]([C:5]1[CH:10]=[C:9]([CH2:11]OC(=O)C)[CH:8]=[C:7]([C:16]([CH3:19])([CH3:18])[CH3:17])[C:6]=1[OH:20])([CH3:4])([CH3:3])[CH3:2].[C:21]1([CH3:29])[CH:26]=[C:25]([CH3:27])[CH:24]=[C:23]([CH3:28])[CH:22]=1.S(=O)(=O)(O)O.[C:35]([OH:38])(=O)[CH3:36]. (2) Given the product [C:1]([O:5][C:6]([NH:8][CH2:9][CH2:10][CH2:11][CH2:12][C:13]#[C:14][CH2:15][O:16][C:17]1[CH:22]=[CH:21][C:20]([S:23]([N:26]2[CH2:31][CH2:30][S:29][C:28]([CH3:33])([CH3:32])[C@@H:27]2[C:34]([OH:36])=[O:35])(=[O:25])=[O:24])=[CH:19][CH:18]=1)=[O:7])([CH3:4])([CH3:2])[CH3:3], predict the reactants needed to synthesize it. The reactants are: [C:1]([O:5][C:6]([NH:8][CH2:9][CH2:10][CH2:11][CH2:12][C:13]#[C:14][CH2:15][O:16][C:17]1[CH:22]=[CH:21][C:20]([S:23]([N:26]2[CH2:31][CH2:30][S:29][C:28]([CH3:33])([CH3:32])[C@@H:27]2[C:34]([O:36]C)=[O:35])(=[O:25])=[O:24])=[CH:19][CH:18]=1)=[O:7])([CH3:4])([CH3:3])[CH3:2].[I-].[Li+]. (3) Given the product [OH:23][CH2:22][C:4]1[CH:3]=[C:2]([OH:1])[CH:7]=[C:6]([NH:8][C:9]2[CH:13]=[CH:12][N:11]([CH2:14][O:15][CH2:16][CH2:17][Si:18]([CH3:21])([CH3:20])[CH3:19])[N:10]=2)[N:5]=1, predict the reactants needed to synthesize it. The reactants are: [OH:1][C:2]1[CH:7]=[C:6]([NH:8][C:9]2[CH:13]=[CH:12][N:11]([CH2:14][O:15][CH2:16][CH2:17][Si:18]([CH3:21])([CH3:20])[CH3:19])[N:10]=2)[N:5]=[C:4]([C:22](OC)=[O:23])[CH:3]=1.[BH4-].[Li+]. (4) Given the product [NH2:1][C:2]1[N:10]=[CH:9][CH:8]=[CH:7][C:3]=1[C:4]([O:6][CH2:19][CH:18]=[CH2:17])=[O:5], predict the reactants needed to synthesize it. The reactants are: [NH2:1][C:2]1[N:10]=[CH:9][CH:8]=[CH:7][C:3]=1[C:4]([OH:6])=[O:5].C(=O)([O-])[O-].[K+].[K+].[CH2:17](Br)[CH:18]=[CH2:19].C(=O)(O)[O-].[Na+]. (5) Given the product [CH2:31]([O:30][C:28]([CH2:27][NH:26][CH2:13][C:12]1[CH:11]=[CH:10][C:6]([C:7]([O:9][CH3:17])=[O:8])=[CH:5][C:4]=1[N+:1]([O-:3])=[O:2])=[O:29])[CH3:32], predict the reactants needed to synthesize it. The reactants are: [N+:1]([C:4]1[CH:5]=[C:6]([CH:10]=[CH:11][C:12]=1[CH2:13]Br)[C:7]([OH:9])=[O:8])([O-:3])=[O:2].CO.[CH3:17]N(C1C=CC=CN=1)C.[NH2:26][CH2:27][C:28]([O:30][CH2:31][CH3:32])=[O:29].C(=O)([O-])O.[Na+].